Predict the reactants needed to synthesize the given product. From a dataset of Full USPTO retrosynthesis dataset with 1.9M reactions from patents (1976-2016). (1) Given the product [CH3:26][O:25][C:21]1[CH:20]=[C:19]([C:11](=[O:12])[C@@H:9]([NH:8][C:6](=[O:7])[O:5][C:1]([CH3:2])([CH3:3])[CH3:4])[CH3:10])[CH:24]=[CH:23][CH:22]=1, predict the reactants needed to synthesize it. The reactants are: [C:1]([O:5][C:6]([NH:8][C@H:9]([C:11](N(OC)C)=[O:12])[CH3:10])=[O:7])([CH3:4])([CH3:3])[CH3:2].Br[Mg][C:19]1[CH:24]=[CH:23][CH:22]=[C:21]([O:25][CH3:26])[CH:20]=1. (2) Given the product [NH2:4][C:5]1[N:6]=[C:7]([N:16]2[CH2:17][CH2:18][O:19][CH2:20][CH2:21]2)[C:8]2[N:14]=[C:13]([Cl:15])[CH:12]=[CH:11][C:9]=2[N:10]=1, predict the reactants needed to synthesize it. The reactants are: C([NH:4][C:5]1[N:6]=[C:7]([N:16]2[CH2:21][CH2:20][O:19][CH2:18][CH2:17]2)[C:8]2[N:14]=[C:13]([Cl:15])[CH:12]=[CH:11][C:9]=2[N:10]=1)(=O)C.C([O-])([O-])=O.[K+].[K+].